Dataset: Catalyst prediction with 721,799 reactions and 888 catalyst types from USPTO. Task: Predict which catalyst facilitates the given reaction. (1) Reactant: [Cl:1][CH2:2][C:3]1[CH:4]=[C:5]([CH:9]=[CH:10][CH:11]=1)[C:6](Cl)=[O:7].[NH:12]1[CH2:16][CH2:15][CH2:14][CH2:13]1.C(N(CC)CC)C. Product: [Cl:1][CH2:2][C:3]1[CH:4]=[C:5]([C:6]([N:12]2[CH2:16][CH2:15][CH2:14][CH2:13]2)=[O:7])[CH:9]=[CH:10][CH:11]=1. The catalyst class is: 2. (2) Reactant: C([O:8][C:9]1[CH:21]=[CH:20][C:12]([O:13][C:14]2[CH:19]=[CH:18][N:17]=[CH:16][CH:15]=2)=[CH:11][CH:10]=1)C1C=CC=CC=1.C1COCC1. Product: [N:17]1[CH:16]=[CH:15][C:14]([O:13][C:12]2[CH:20]=[CH:21][C:9]([OH:8])=[CH:10][CH:11]=2)=[CH:19][CH:18]=1. The catalyst class is: 256. (3) Reactant: [CH3:1][C@@H:2]([C@@H:11]1[C@@:15]2([CH3:30])[CH2:16][CH2:17][CH2:18]/[C:19](=[CH:20]\[CH:21]=[C:22]3[CH2:27][C@@H:26]([OH:28])[CH2:25][C@H:24]([OH:29])[CH2:23]3)/[C@@H:14]2[CH2:13][CH2:12]1)/[CH:3]=[CH:4]/[C@@H:5]([C:7]([OH:10])([CH3:9])[CH3:8])[CH3:6]. Product: [CH3:1][C@@H:2]([C@@H:11]1[C@@:15]2([CH3:30])[CH2:16][CH2:17][CH2:18]/[C:19](=[CH:20]\[CH:21]=[C:22]3[CH2:27][C@@H:26]([OH:28])[CH2:25][C@H:24]([OH:29])[CH2:23]3)/[C@@H:14]2[CH2:13][CH2:12]1)/[CH:3]=[CH:4]/[C@@H:5]([C:7]([OH:10])([CH3:8])[CH3:9])[CH3:6].[CH3:5][CH:7]([OH:10])[CH3:8]. The catalyst class is: 41. (4) Reactant: [CH:1](=[N:10][OH:11])[CH:2]=[CH:3][C:4]1[CH:9]=[CH:8][CH:7]=[CH:6][CH:5]=1.C1C(=O)N([Cl:19])C(=O)C1. Product: [OH:11][N:10]=[C:1]([Cl:19])/[CH:2]=[CH:3]\[C:4]1[CH:5]=[CH:6][CH:7]=[CH:8][CH:9]=1. The catalyst class is: 3. (5) Reactant: [N:1]12[CH2:8][CH2:7][CH:4]([CH2:5][CH2:6]1)[C@@H:3]([O:9][C:10]([C:12]1([C:19]3[CH:24]=[CH:23][CH:22]=[CH:21][CH:20]=3)[CH2:18][CH2:17][CH2:16][CH2:15][CH2:14][CH2:13]1)=[O:11])[CH2:2]2.[Cl:25][CH2:26][C:27]([NH:29][C:30]1[N:35]=[CH:34][CH:33]=[CH:32][N:31]=1)=[O:28]. Product: [Cl-:25].[C:19]1([C:12]2([C:10]([O:9][C@@H:3]3[CH:4]4[CH2:7][CH2:8][N+:1]([CH2:26][C:27](=[O:28])[NH:29][C:30]5[N:35]=[CH:34][CH:33]=[CH:32][N:31]=5)([CH2:6][CH2:5]4)[CH2:2]3)=[O:11])[CH2:18][CH2:17][CH2:16][CH2:15][CH2:14][CH2:13]2)[CH:20]=[CH:21][CH:22]=[CH:23][CH:24]=1. The catalyst class is: 23. (6) Reactant: [Br:1][C:2]1[CH:3]=[C:4]([C:13]#[N:14])[C:5]([NH:8][CH2:9][C:10]([NH2:12])=[O:11])=[N:6][CH:7]=1.C(=O)([O-])O.[Na+]. Product: [NH2:14][C:13]1[C:4]2[C:5](=[N:6][CH:7]=[C:2]([Br:1])[CH:3]=2)[NH:8][C:9]=1[C:10]([NH2:12])=[O:11]. The catalyst class is: 8. (7) Product: [F:27][C:26]([F:29])([F:28])[S:23]([O:7][C:4]1[CH2:3][CH2:2][O:1][CH2:6][CH:5]=1)(=[O:25])=[O:24]. Reactant: [O:1]1[CH2:6][CH2:5][C:4](=[O:7])[CH2:3][CH2:2]1.[Li+].CC([N-]C(C)C)C.C1C=CC(N([S:23]([C:26]([F:29])([F:28])[F:27])(=[O:25])=[O:24])[S:23]([C:26]([F:29])([F:28])[F:27])(=[O:25])=[O:24])=CC=1. The catalyst class is: 1. (8) Reactant: [CH3:1][O:2][C:3](=[O:24])[CH:4]([C:9](=[O:23])[C:10]1[CH:15]=[C:14]([Br:16])[CH:13]=[CH:12][C:11]=1[S:17][C:18](=[O:22])N(C)C)C(OC)=O. Product: [CH3:1][O:2][C:3]([C:4]1[C:18](=[O:22])[S:17][C:11]2[C:10]([C:9]=1[OH:23])=[CH:15][C:14]([Br:16])=[CH:13][CH:12]=2)=[O:24]. The catalyst class is: 779. (9) Reactant: [CH:1]1([CH2:4][N:5]2[CH2:10][CH2:9][N:8]([C@@H:11]3[CH2:16][CH2:15][C@H:14]([NH2:17])[CH2:13][CH2:12]3)[CH2:7][CH2:6]2)[CH2:3][CH2:2]1.[CH:18]([N:21]1[C:30]2[N:29]=[C:28]([NH:31][C:32]3[CH:33]=[CH:34][C:35]([C:41](O)=[O:42])=[C:36]4[C:40]=3[O:39][CH2:38][CH2:37]4)[N:27]=[CH:26][C:25]=2[N:24]([CH3:44])[C:23](=[O:45])[C@@H:22]1[CH2:46][CH3:47])([CH3:20])[CH3:19].F[B-](F)(F)F.N1(OC(N(C)C)=[N+](C)C)C2C=CC=CC=2N=N1.C(N(C(C)C)CC)(C)C.N. Product: [CH:1]1([CH2:4][N:5]2[CH2:10][CH2:9][N:8]([C@@H:11]3[CH2:16][CH2:15][C@H:14]([NH:17][C:41]([C:35]4[CH:34]=[CH:33][C:32]([NH:31][C:28]5[N:27]=[CH:26][C:25]6[N:24]([CH3:44])[C:23](=[O:45])[C@H:22]([CH2:46][CH3:47])[N:21]([CH:18]([CH3:19])[CH3:20])[C:30]=6[N:29]=5)=[C:40]5[O:39][CH2:38][CH2:37][C:36]=45)=[O:42])[CH2:13][CH2:12]3)[CH2:7][CH2:6]2)[CH2:2][CH2:3]1. The catalyst class is: 4. (10) Reactant: Cl.[NH:2]1[CH2:7][CH2:6][CH:5]([N:8]2[C:13]3[CH:14]=[CH:15][CH:16]=[CH:17][C:12]=3[CH2:11][O:10][C:9]2=[O:18])[CH2:4][CH2:3]1.Cl[CH2:20][C:21]1[N:25]=[C:24]([C:26]2[CH:31]=[CH:30][CH:29]=[C:28]([Cl:32])[CH:27]=2)[O:23][N:22]=1.CCN(C(C)C)C(C)C.C(=O)([O-])[O-].[K+].[K+]. Product: [Cl:32][C:28]1[CH:27]=[C:26]([C:24]2[O:23][N:22]=[C:21]([CH2:20][N:2]3[CH2:3][CH2:4][CH:5]([N:8]4[C:13]5[CH:14]=[CH:15][CH:16]=[CH:17][C:12]=5[CH2:11][O:10][C:9]4=[O:18])[CH2:6][CH2:7]3)[N:25]=2)[CH:31]=[CH:30][CH:29]=1. The catalyst class is: 39.